This data is from Acute oral toxicity (LD50) regression data from Zhu et al.. The task is: Regression/Classification. Given a drug SMILES string, predict its toxicity properties. Task type varies by dataset: regression for continuous values (e.g., LD50, hERG inhibition percentage) or binary classification for toxic/non-toxic outcomes (e.g., AMES mutagenicity, cardiotoxicity, hepatotoxicity). Dataset: ld50_zhu. (1) The molecule is C=CN1CC1. The rat oral LD50 is 2.90, given as -log10 of the dose in mol/kg body weight (higher means more acutely toxic). (2) The drug is CCC(C)CC(CC)Nc1ccc(NC(CC)CC(C)CC)cc1. The rat oral LD50 is 2.14, given as -log10 of the dose in mol/kg body weight (higher means more acutely toxic). (3) The rat oral LD50 is 2.26, given as -log10 of the dose in mol/kg body weight (higher means more acutely toxic). The drug is CNC(=O)Oc1ccc(O)c2ccccc12.